This data is from Forward reaction prediction with 1.9M reactions from USPTO patents (1976-2016). The task is: Predict the product of the given reaction. (1) Given the reactants [CH3:1][C:2]1[C:11]2[N:12](S(C3C=CC=CC=3)(=O)=O)[CH:13]=[CH:14][C:10]=2[C:9]2[CH:8]=[CH:7][CH:6]=[CH:5][C:4]=2[N:3]=1.C([O-])([O-])=O.[K+].[K+], predict the reaction product. The product is: [CH3:1][C:2]1[N:3]=[C:4]2[C:9]([CH:8]=[CH:7][CH:6]=[CH:5]2)=[C:10]2[CH:14]=[CH:13][NH:12][C:11]=12. (2) Given the reactants [NH:1]1[C:9]2[C:4](=[CH:5][CH:6]=[C:7]([CH2:10][C:11]([NH:13][CH2:14][C:15]#[CH:16])=[O:12])[CH:8]=2)[CH:3]=[CH:2]1.[F:17][C:18]([F:28])([F:27])[O:19][C:20]1[CH:25]=[CH:24][C:23](I)=[CH:22][CH:21]=1, predict the reaction product. The product is: [NH:1]1[C:9]2[C:4](=[CH:5][CH:6]=[C:7]([CH2:10][C:11]([NH:13][CH2:14][C:15]#[C:16][C:23]3[CH:22]=[CH:21][C:20]([O:19][C:18]([F:17])([F:27])[F:28])=[CH:25][CH:24]=3)=[O:12])[CH:8]=2)[CH:3]=[CH:2]1. (3) Given the reactants [Cl:1][C:2]1[CH:3]=[C:4]([CH:9]=[C:10]([Cl:21])[C:11]=1[O:12][C:13]1[CH:18]=[CH:17][C:16]([O:19]C)=[CH:15][CH:14]=1)[C:5]([O:7]C)=[O:6].B(Br)(Br)Br, predict the reaction product. The product is: [Cl:1][C:2]1[CH:3]=[C:4]([CH:9]=[C:10]([Cl:21])[C:11]=1[O:12][C:13]1[CH:18]=[CH:17][C:16]([OH:19])=[CH:15][CH:14]=1)[C:5]([OH:7])=[O:6]. (4) Given the reactants [Cl:1][C:2]1[N:3]=[CH:4][N:5]([C:18]2[CH:23]=[CH:22][C:21]([S:24]([CH3:27])(=[O:26])=[O:25])=[CH:20][CH:19]=2)[C:6]=1[C:7]1[CH:12]=[CH:11][C:10]([N:13]2[CH2:17][CH2:16][CH2:15][CH2:14]2)=[CH:9][CH:8]=1.[Cl:28]N1C(=O)CCC1=O, predict the reaction product. The product is: [Cl:1][C:2]1[N:3]=[CH:4][N:5]([C:18]2[CH:23]=[CH:22][C:21]([S:24]([CH3:27])(=[O:26])=[O:25])=[CH:20][CH:19]=2)[C:6]=1[C:7]1[CH:12]=[CH:11][C:10]([N:13]2[CH2:17][CH2:16][CH2:15][CH2:14]2)=[C:9]([Cl:28])[CH:8]=1. (5) Given the reactants [C:1]([O:5][C:6]([NH:8][C@@H:9]([C:13]1[CH:18]=[CH:17][C:16]([C:19]([F:22])([F:21])[F:20])=[CH:15][CH:14]=1)[C:10]([OH:12])=O)=[O:7])([CH3:4])([CH3:3])[CH3:2].[CH3:23][O:24][CH2:25][CH2:26][O:27][CH2:28][CH2:29][O:30][CH2:31][CH2:32][O:33][C@H:34]1[CH2:38][CH2:37][NH:36][CH2:35]1.C(N(CC)C(C)C)(C)C.F[B-](F)(F)F.N1(OC(N(C)C)=[N+](C)C)C2C=CC=CC=2N=N1, predict the reaction product. The product is: [CH3:23][O:24][CH2:25][CH2:26][O:27][CH2:28][CH2:29][O:30][CH2:31][CH2:32][O:33][C@H:34]1[CH2:38][CH2:37][N:36]([C:10](=[O:12])[C@@H:9]([NH:8][C:6](=[O:7])[O:5][C:1]([CH3:4])([CH3:2])[CH3:3])[C:13]2[CH:14]=[CH:15][C:16]([C:19]([F:20])([F:22])[F:21])=[CH:17][CH:18]=2)[CH2:35]1. (6) Given the reactants [N+:1]([C:4]1[O:8][C:7](/[CH:9]=[N:10]/[C:11]2[CH:16]=[CH:15][C:14]([N:17]3[CH2:22][CH2:21][CH:20]([C:23]4[O:27][C:26](=[O:28])[NH:25][N:24]=4)[CH2:19][CH2:18]3)=[CH:13][CH:12]=2)=[CH:6][CH:5]=1)([O-:3])=[O:2].C([BH3-])#N.[Na+].C(=O)(O)[O-].[Na+], predict the reaction product. The product is: [N+:1]([C:4]1[O:8][C:7]([CH2:9][NH:10][C:11]2[CH:12]=[CH:13][C:14]([N:17]3[CH2:22][CH2:21][CH:20]([C:23]4[O:27][C:26](=[O:28])[NH:25][N:24]=4)[CH2:19][CH2:18]3)=[CH:15][CH:16]=2)=[CH:6][CH:5]=1)([O-:3])=[O:2].